From a dataset of Full USPTO retrosynthesis dataset with 1.9M reactions from patents (1976-2016). Predict the reactants needed to synthesize the given product. (1) Given the product [CH2:32]([N:33]([C:34]1[CH:10]=[CH:15][CH:16]=[C:17]([C:18]#[N:21])[CH:35]=1)[CH2:38][C:37]([NH:21][C:18]1[CH:19]=[CH:20][C:15]([C:10]2[CH:11]=[CH:12][CH:13]=[CH:14][C:9]=2[S:6](=[O:8])(=[O:7])[NH:5][C:1]([CH3:4])([CH3:2])[CH3:3])=[CH:16][CH:17]=1)=[O:36])[C:27]1[CH:26]=[CH:25][CH:24]=[CH:23][CH:22]=1, predict the reactants needed to synthesize it. The reactants are: [C:1]([NH:5][S:6]([C:9]1[C:10]([C:15]2[CH:20]=[CH:19][C:18]([NH2:21])=[CH:17][CH:16]=2)=[CH:11][CH:12]=[CH:13][CH:14]=1)(=[O:8])=[O:7])([CH3:4])([CH3:3])[CH3:2].[CH:22]1[CH:23]=[CH:24][C:25]2N(O)N=N[C:26]=2[CH:27]=1.[CH3:32][N:33]1[CH2:38][CH2:37][O:36][CH2:35][CH2:34]1. (2) Given the product [CH2:32]([O:31][C:29](=[O:30])[NH:18][CH2:17][CH:15]1[CH2:14][C:13]2[C:8]([C:3]3[CH:4]=[CH:5][CH:6]=[CH:7][C:2]=3[CH3:1])=[CH:9][CH:10]=[CH:11][C:12]=2[O:16]1)[C:33]1[CH:38]=[CH:37][CH:36]=[CH:35][CH:34]=1, predict the reactants needed to synthesize it. The reactants are: [CH3:1][C:2]1[CH:7]=[CH:6][CH:5]=[CH:4][C:3]=1[C:8]1[C:13]2[CH2:14][CH:15]([CH2:17][NH2:18])[O:16][C:12]=2[CH:11]=[CH:10][CH:9]=1.C(N(C(C)C)CC)(C)C.Cl[C:29]([O:31][CH2:32][C:33]1[CH:38]=[CH:37][CH:36]=[CH:35][CH:34]=1)=[O:30].C(OC(=O)NCC1CC2C=CC=C(C3CCCC3)C=2O1)C1C=CC=CC=1. (3) Given the product [Br:1][C:2]1[CH:7]=[CH:6][C:5]([C:8]2([C:9]#[N:10])[CH2:14][CH2:13]2)=[C:4]([F:11])[CH:3]=1, predict the reactants needed to synthesize it. The reactants are: [Br:1][C:2]1[CH:7]=[CH:6][C:5]([CH2:8][C:9]#[N:10])=[C:4]([F:11])[CH:3]=1.Br[CH2:13][CH2:14]Cl.[OH-].[K+].